This data is from Forward reaction prediction with 1.9M reactions from USPTO patents (1976-2016). The task is: Predict the product of the given reaction. (1) Given the reactants [CH2:1]([N:8]([CH2:20][C:21]1[CH:26]=[CH:25][CH:24]=[CH:23][CH:22]=1)[C:9]1[CH:10]=[C:11]([CH:17]=[CH:18][CH:19]=1)C(OCC)=O)[C:2]1[CH:7]=[CH:6][CH:5]=[CH:4][CH:3]=1.[CH3:27][Mg+].[Br-].[CH2:30]1[CH2:34][O:33]CC1, predict the reaction product. The product is: [CH2:1]([N:8]([CH2:20][C:21]1[CH:26]=[CH:25][CH:24]=[CH:23][CH:22]=1)[C:9]1[CH:10]=[C:11]([C:34]([OH:33])([CH3:30])[CH3:27])[CH:17]=[CH:18][CH:19]=1)[C:2]1[CH:7]=[CH:6][CH:5]=[CH:4][CH:3]=1. (2) Given the reactants Br[C:2]1[CH:12]=[CH:11][C:5]([C:6]([O:8][CH2:9][CH3:10])=[O:7])=[CH:4][CH:3]=1.[C:13]([C:15]1[CH:20]=[CH:19][CH:18]=[C:17]([F:21])[CH:16]=1)#[CH:14].C1C=CC(P(C2C=CC=CC=2)C2C=CC=CC=2)=CC=1.CCN(CC)CC, predict the reaction product. The product is: [F:21][C:17]1[CH:16]=[C:15]([C:13]#[C:14][C:2]2[CH:12]=[CH:11][C:5]([C:6]([O:8][CH2:9][CH3:10])=[O:7])=[CH:4][CH:3]=2)[CH:20]=[CH:19][CH:18]=1.